From a dataset of Full USPTO retrosynthesis dataset with 1.9M reactions from patents (1976-2016). Predict the reactants needed to synthesize the given product. Given the product [ClH:1].[Cl:1][C:2]1[CH:7]=[CH:6][CH:5]=[CH:4][C:3]=1[CH:8]1[C:13]([C:14]#[N:15])=[C:12]([CH2:16][N:21]2[CH2:26][CH2:25][CH2:24][CH2:23][CH2:22]2)[NH:11][C:10]2=[N:18][NH:19][CH:20]=[C:9]12, predict the reactants needed to synthesize it. The reactants are: [Cl:1][C:2]1[CH:7]=[CH:6][CH:5]=[CH:4][C:3]=1[CH:8]1[C:13]([C:14]#[N:15])=[C:12]([CH2:16]Br)[NH:11][C:10]2=[N:18][NH:19][CH:20]=[C:9]12.[NH:21]1[CH2:26][CH2:25][CH2:24][CH2:23][CH2:22]1.